Regression. Given a peptide amino acid sequence and an MHC pseudo amino acid sequence, predict their binding affinity value. This is MHC class II binding data. From a dataset of Peptide-MHC class II binding affinity with 134,281 pairs from IEDB. (1) The peptide sequence is GVWAPFNVLKVIRSE. The MHC is H-2-IAb with pseudo-sequence H-2-IAb. The binding affinity (normalized) is 0.714. (2) The peptide sequence is AEVRSYCYLATVSDLSTK. The MHC is DRB1_1101 with pseudo-sequence DRB1_1101. The binding affinity (normalized) is 0.0810.